This data is from Reaction yield outcomes from USPTO patents with 853,638 reactions. The task is: Predict the reaction yield, written as a fraction of the theoretical maximum amount of product (1.0 means a 100% yield; for example, 0.34 means a 34% yield). (1) The catalyst is CO.[C].[Pd]. The reactants are [OH:1][B:2]1[C:6]2[CH:7]=[C:8]([NH:11][S:12]([C:15]3[N:20]=[CH:19][C:18]([NH:21]C(=O)OCC4C=CC=CC=4)=[CH:17][C:16]=3[NH:32][S:33]([CH3:36])(=[O:35])=[O:34])(=[O:14])=[O:13])[CH:9]=[CH:10][C:5]=2[CH2:4][O:3]1. The yield is 0.320. The product is [NH2:21][C:18]1[CH:17]=[C:16]([NH:32][S:33]([CH3:36])(=[O:34])=[O:35])[C:15]([S:12]([NH:11][C:8]2[CH:9]=[CH:10][C:5]3[CH2:4][O:3][B:2]([OH:1])[C:6]=3[CH:7]=2)(=[O:14])=[O:13])=[N:20][CH:19]=1. (2) The reactants are C(N(C(C)C)CC)(C)C.CN(C(ON1N=NC2C=CC=CC1=2)=[N+](C)C)C.F[P-](F)(F)(F)(F)F.[CH3:34][N:35]([CH3:42])[CH:36]1[CH2:41][CH2:40][NH:39][CH2:38][CH2:37]1.[Si:43]([O:50][CH2:51][CH2:52][N:53]1[CH:57]=[CH:56][N:55]=[C:54]1[CH2:58][CH2:59][C:60](O)=[O:61])([C:46]([CH3:49])([CH3:48])[CH3:47])([CH3:45])[CH3:44].C(=O)([O-])[O-].[K+].[K+].[Cl-].[Na+]. The catalyst is C(Cl)(Cl)Cl. The product is [C:46]([Si:43]([CH3:45])([CH3:44])[O:50][CH2:51][CH2:52][N:53]1[CH:57]=[CH:56][N:55]=[C:54]1[CH2:58][CH2:59][C:60]([N:39]1[CH2:40][CH2:41][CH:36]([N:35]([CH3:42])[CH3:34])[CH2:37][CH2:38]1)=[O:61])([CH3:47])([CH3:49])[CH3:48]. The yield is 0.700. (3) The reactants are N[C@@H:2]1[CH2:7][CH2:6][N:5]([C:8]([O:10][C:11]([CH3:14])([CH3:13])[CH3:12])=[O:9])[CH2:4][C@H:3]1[C:15]([O:17][CH2:18][CH3:19])=[O:16].C(N([CH2:25][CH3:26])CC)C. The catalyst is C(Cl)Cl. The product is [CH2:11]([O:10][C:8]([C@@H:2]1[CH2:7][CH2:6][N:5]([C:8]([O:10][C:11]([CH3:14])([CH3:13])[CH3:12])=[O:9])[CH2:4][C@@H:3]1[C:15]([O:17][CH2:18][CH3:19])=[O:16])=[O:9])[C:26]1[CH:25]=[CH:4][CH:3]=[CH:2][CH:7]=1. The yield is 0.910.